Task: Regression. Given two drug SMILES strings and cell line genomic features, predict the synergy score measuring deviation from expected non-interaction effect.. Dataset: NCI-60 drug combinations with 297,098 pairs across 59 cell lines (1) Drug 1: C1CCC(C1)C(CC#N)N2C=C(C=N2)C3=C4C=CNC4=NC=N3. Drug 2: CC1C(C(CC(O1)OC2CC(CC3=C2C(=C4C(=C3O)C(=O)C5=CC=CC=C5C4=O)O)(C(=O)C)O)N)O. Cell line: T-47D. Synergy scores: CSS=31.4, Synergy_ZIP=4.79, Synergy_Bliss=4.98, Synergy_Loewe=-40.9, Synergy_HSA=1.12. (2) Drug 1: CC1=C2C(C(=O)C3(C(CC4C(C3C(C(C2(C)C)(CC1OC(=O)C(C(C5=CC=CC=C5)NC(=O)OC(C)(C)C)O)O)OC(=O)C6=CC=CC=C6)(CO4)OC(=O)C)OC)C)OC. Drug 2: COCCOC1=C(C=C2C(=C1)C(=NC=N2)NC3=CC=CC(=C3)C#C)OCCOC.Cl. Cell line: U251. Synergy scores: CSS=56.0, Synergy_ZIP=8.22, Synergy_Bliss=7.10, Synergy_Loewe=-27.0, Synergy_HSA=7.66.